This data is from Catalyst prediction with 721,799 reactions and 888 catalyst types from USPTO. The task is: Predict which catalyst facilitates the given reaction. Reactant: [O:1]=[C:2]1[C:7]2[C:8]([C:11]3[CH:12]=[C:13]([C:16]([NH2:18])=[O:17])[S:14][CH:15]=3)=[N:9][NH:10][C:6]=2[CH:5]=[CH:4][NH:3]1.[H-].[Na+].CC1C=CC(S(O[CH2:32][C:33]2([CH3:37])[CH2:36][O:35][CH2:34]2)(=O)=O)=CC=1. Product: [CH3:32][C:33]1([CH2:37][N:10]2[C:6]3[CH:5]=[CH:4][NH:3][C:2](=[O:1])[C:7]=3[C:8]([C:11]3[CH:12]=[C:13]([C:16]([NH2:18])=[O:17])[S:14][CH:15]=3)=[N:9]2)[CH2:36][O:35][CH2:34]1. The catalyst class is: 3.